This data is from Forward reaction prediction with 1.9M reactions from USPTO patents (1976-2016). The task is: Predict the product of the given reaction. Given the reactants [NH2:1][C:2]1[S:3][C:4]([C:8]2[CH:13]=[CH:12][N:11]=[C:10]([NH:14][C:15]3[CH:20]=[CH:19][C:18]([F:21])=[CH:17][CH:16]=3)[N:9]=2)=[C:5]([CH3:7])[N:6]=1.[Br:22][CH:23](C)[C:24](Cl)=O.CN([CH:31]=[O:32])C, predict the reaction product. The product is: [Br:22][CH2:23][CH2:24][C:31]([NH:1][C:2]1[S:3][C:4]([C:8]2[CH:13]=[CH:12][N:11]=[C:10]([NH:14][C:15]3[CH:20]=[CH:19][C:18]([F:21])=[CH:17][CH:16]=3)[N:9]=2)=[C:5]([CH3:7])[N:6]=1)=[O:32].